Dataset: Reaction yield outcomes from USPTO patents with 853,638 reactions. Task: Predict the reaction yield, written as a fraction of the theoretical maximum amount of product (1.0 means a 100% yield; for example, 0.34 means a 34% yield). (1) The reactants are N1C=CN=C1.[OH:6][C:7]1[CH:14]=[CH:13][C:10]([CH:11]=[O:12])=[CH:9][CH:8]=1.[Si:15](Cl)([C:28]([CH3:31])([CH3:30])[CH3:29])([C:22]1[CH:27]=[CH:26][CH:25]=[CH:24][CH:23]=1)[C:16]1[CH:21]=[CH:20][CH:19]=[CH:18][CH:17]=1.O. The catalyst is CN(C)C=O. The product is [Si:15]([O:6][C:7]1[CH:14]=[CH:13][C:10]([CH:11]=[O:12])=[CH:9][CH:8]=1)([C:28]([CH3:31])([CH3:30])[CH3:29])([C:22]1[CH:23]=[CH:24][CH:25]=[CH:26][CH:27]=1)[C:16]1[CH:21]=[CH:20][CH:19]=[CH:18][CH:17]=1. The yield is 0.940. (2) The reactants are C([SiH](CC)CC)C.[CH3:8][S:9]([C:12]1[CH:33]=[CH:32][C:15]([O:16][C:17]2[N:22]=[CH:21][N:20]=[C:19]3[N:23](C4CCCCO4)[N:24]=[CH:25][C:18]=23)=[CH:14][CH:13]=1)(=[O:11])=[O:10].FC(F)(F)C(O)=O.C1(C)C=CC=CC=1. The catalyst is ClCCl. The product is [CH3:8][S:9]([C:12]1[CH:33]=[CH:32][C:15]([O:16][C:17]2[N:22]=[CH:21][N:20]=[C:19]3[NH:23][N:24]=[CH:25][C:18]=23)=[CH:14][CH:13]=1)(=[O:11])=[O:10]. The yield is 0.610. (3) The reactants are O[C:2]1[C:10]([NH:11][C:12](=[O:14])[CH3:13])=[CH:9][CH:8]=[C:7]2[C:3]=1[C:4](=[O:15])[CH2:5][CH2:6]2.C1(C)C=CC(S([O-])(=O)=O)=CC=1.[NH+]1C=CC=CC=1. The catalyst is C1(C)C(C)=CC=CC=1. The product is [CH3:13][C:12]1[O:14][C:2]2[C:3]3[C:4](=[O:15])[CH2:5][CH2:6][C:7]=3[CH:8]=[CH:9][C:10]=2[N:11]=1. The yield is 0.850. (4) The reactants are [O:1]=[C:2]1[CH:11]2[CH:6]([CH2:7][CH2:8][CH2:9][CH2:10]2)[N:5]([C:12]([O:14][CH2:15][C:16]2[CH:21]=[CH:20][CH:19]=[CH:18][CH:17]=2)=[O:13])[CH2:4][CH2:3]1.C([O-])([O-])=O.[K+].[K+]. The catalyst is CO. The product is [O:1]=[C:2]1[C@H:11]2[C@H:6]([CH2:7][CH2:8][CH2:9][CH2:10]2)[N:5]([C:12]([O:14][CH2:15][C:16]2[CH:21]=[CH:20][CH:19]=[CH:18][CH:17]=2)=[O:13])[CH2:4][CH2:3]1. The yield is 0.300.